Dataset: TCR-epitope binding with 47,182 pairs between 192 epitopes and 23,139 TCRs. Task: Binary Classification. Given a T-cell receptor sequence (or CDR3 region) and an epitope sequence, predict whether binding occurs between them. (1) Result: 0 (the TCR does not bind to the epitope). The TCR CDR3 sequence is CSAGQGWEQFF. The epitope is VTEHDTLLY. (2) The epitope is NLDSKVGGNY. The TCR CDR3 sequence is CASSLISQDTEAFF. Result: 0 (the TCR does not bind to the epitope). (3) The epitope is YYRRATRRIR. The TCR CDR3 sequence is CASSYGSGYYNSPLHF. Result: 1 (the TCR binds to the epitope). (4) The epitope is LEPLVDLPI. Result: 0 (the TCR does not bind to the epitope). The TCR CDR3 sequence is CASSQEVNRESEQYF. (5) The epitope is HTTDPSFLGRY. The TCR CDR3 sequence is CASNPGGDGYTF. Result: 1 (the TCR binds to the epitope). (6) The epitope is TFYLTNDVSFL. The TCR CDR3 sequence is CASSAGTAYNEQFF. Result: 0 (the TCR does not bind to the epitope). (7) The epitope is RPRGEVRFL. The TCR CDR3 sequence is CASSPGGIAFF. Result: 0 (the TCR does not bind to the epitope).